From a dataset of Peptide-MHC class II binding affinity with 134,281 pairs from IEDB. Regression. Given a peptide amino acid sequence and an MHC pseudo amino acid sequence, predict their binding affinity value. This is MHC class II binding data. The peptide sequence is IVDRQWAQDLTLPWQ. The MHC is DRB3_0202 with pseudo-sequence DRB3_0202. The binding affinity (normalized) is 0.467.